Dataset: Full USPTO retrosynthesis dataset with 1.9M reactions from patents (1976-2016). Task: Predict the reactants needed to synthesize the given product. (1) Given the product [F:20][C:17]1[CH:18]=[CH:19][C:14]([CH2:13][N:7]2[CH:8]3[CH2:9][CH2:10][CH:6]2[C:4](=[O:3])[NH:12][CH2:11]3)=[CH:15][CH:16]=1, predict the reactants needed to synthesize it. The reactants are: C([O:3][C:4]([CH:6]1[CH2:10][CH2:9][CH:8]([CH2:11][NH2:12])[N:7]1[CH2:13][C:14]1[CH:19]=[CH:18][C:17]([F:20])=[CH:16][CH:15]=1)=O)C.C[O-].[Na+]. (2) Given the product [CH2:1]([O:3][C:4](=[O:27])[C:5]1[CH:10]=[CH:9][C:8]([N:11]2[C:19]3[C:14](=[CH:15][CH:16]=[C:17]([O:20][CH2:39][CH2:38][NH:37][C:36]([O:35][CH2:28][C:29]4[CH:34]=[CH:33][CH:32]=[CH:31][CH:30]=4)=[O:41])[CH:18]=3)[C:13]([C:21]#[N:22])=[CH:12]2)=[CH:7][C:6]=1[O:23][CH2:24][O:25][CH3:26])[CH3:2], predict the reactants needed to synthesize it. The reactants are: [CH2:1]([O:3][C:4](=[O:27])[C:5]1[CH:10]=[CH:9][C:8]([N:11]2[C:19]3[C:14](=[CH:15][CH:16]=[C:17]([OH:20])[CH:18]=3)[C:13]([C:21]#[N:22])=[CH:12]2)=[CH:7][C:6]=1[O:23][CH2:24][O:25][CH3:26])[CH3:2].[CH2:28]([O:35][C:36](=[O:41])[NH:37][CH2:38][CH2:39]Br)[C:29]1[CH:34]=[CH:33][CH:32]=[CH:31][CH:30]=1.C(=O)([O-])[O-].[K+].[K+].O. (3) Given the product [OH:27][C@@H:19]1[C:18]2[C:23](=[CH:24][C:15]([CH:12]([CH3:13])[CH3:14])=[C:16]([C:34]([C:35]3[CH:40]=[CH:39][C:38]([O:41][C:42]([F:45])([F:43])[F:44])=[CH:37][CH:36]=3)=[O:46])[C:17]=2[C:28]2[CH:29]=[CH:30][CH:31]=[CH:32][CH:33]=2)[O:22][C:21]([CH3:25])([CH3:26])[CH2:20]1, predict the reactants needed to synthesize it. The reactants are: N[C@@H]1C2C(=CC=CC=2)C[C@@H]1O.[CH:12]([C:15]1[CH:24]=[C:23]2[C:18]([C:19](=[O:27])[CH2:20][C:21]([CH3:26])([CH3:25])[O:22]2)=[C:17]([C:28]2[CH:33]=[CH:32][CH:31]=[CH:30][CH:29]=2)[C:16]=1[C:34](=[O:46])[C:35]1[CH:40]=[CH:39][C:38]([O:41][C:42]([F:45])([F:44])[F:43])=[CH:37][CH:36]=1)([CH3:14])[CH3:13].CO. (4) Given the product [F:1][C:2]([F:7])([F:6])[C:3]([OH:5])=[O:4].[F:8][C:9]([F:14])([F:13])[C:10]([OH:12])=[O:11].[Cl:22][C:23]1[CH:24]=[N:25][C:26]2[NH:27][C:28]3[CH:29]=[N:30][CH:31]=[C:32]([CH:54]=3)[CH2:33][CH2:34][C:35]3[CH:43]=[C:39]([NH:40][C:41]=1[N:42]=2)[CH:38]=[CH:37][C:36]=3[NH:44][C:45](=[O:53])[CH2:46][CH:47]1[CH2:52][CH2:51][N:50]([C:60]([C:56]2[S:55][CH:59]=[CH:58][N:57]=2)=[O:61])[CH2:49][CH2:48]1, predict the reactants needed to synthesize it. The reactants are: [F:1][C:2]([F:7])([F:6])[C:3]([OH:5])=[O:4].[F:8][C:9]([F:14])([F:13])[C:10]([OH:12])=[O:11].FC(F)(F)C(O)=O.[Cl:22][C:23]1[CH:24]=[N:25][C:26]2[NH:27][C:28]3[CH:29]=[N:30][CH:31]=[C:32]([CH:54]=3)[CH2:33][CH2:34][C:35]3[CH:43]=[C:39]([NH:40][C:41]=1[N:42]=2)[CH:38]=[CH:37][C:36]=3[NH:44][C:45](=[O:53])[CH2:46][CH:47]1[CH2:52][CH2:51][NH:50][CH2:49][CH2:48]1.[S:55]1[CH:59]=[CH:58][N:57]=[C:56]1[C:60](Cl)=[O:61]. (5) The reactants are: [C:1]([CH2:3][CH2:4][PH:5]([O:14][C@@H:15]1[C@@H:19]([CH2:20][O:21][C:22]([C:39]2[CH:44]=[CH:43][CH:42]=[CH:41][CH:40]=2)([C:31]2[CH:36]=[CH:35][C:34]([O:37][CH3:38])=[CH:33][CH:32]=2)[C:23]2[CH:28]=[CH:27][C:26]([O:29][CH3:30])=[CH:25][CH:24]=2)[O:18][C@@H:17]([N:45]2[CH:52]=[CH:51][C:49](=O)[NH:48][C:46]2=[O:47])[C@@H:16]1[O:53][CH2:54][O:55][CH2:56][CH:57]([C:62]([F:65])([F:64])[F:63])[C:58]([F:61])([F:60])[F:59])([N:7]([CH:11]([CH3:13])[CH3:12])[CH:8]([CH3:10])[CH3:9])[OH:6])#[N:2].[C:66]([NH:69]C1C=CN([C@@H]2O[C@H](COC(C3C=CC=CC=3)(C3C=CC(OC)=CC=3)C3C=CC(OC)=CC=3)[C@@H](O)[C@H]2OCOCC(C(F)(F)F)C(F)(F)F)C(=O)N=1)(=[O:68])[CH3:67]. Given the product [C:1]([CH2:3][CH2:4][PH:5]([O:14][C@@H:15]1[C@@H:19]([CH2:20][O:21][C:22]([C:39]2[CH:44]=[CH:43][CH:42]=[CH:41][CH:40]=2)([C:23]2[CH:24]=[CH:25][C:26]([O:29][CH3:30])=[CH:27][CH:28]=2)[C:31]2[CH:32]=[CH:33][C:34]([O:37][CH3:38])=[CH:35][CH:36]=2)[O:18][C@@H:17]([N:45]2[CH:52]=[CH:51][C:49]([NH:69][C:66](=[O:68])[CH3:67])=[N:48][C:46]2=[O:47])[C@@H:16]1[O:53][CH2:54][O:55][CH2:56][CH:57]([C:62]([F:64])([F:65])[F:63])[C:58]([F:61])([F:60])[F:59])([N:7]([CH:8]([CH3:10])[CH3:9])[CH:11]([CH3:13])[CH3:12])[OH:6])#[N:2], predict the reactants needed to synthesize it. (6) Given the product [N:42]1[N:46]2[CH2:47][CH2:48][CH2:49][NH:50][C:45]2=[C:44]([NH:51][C:22](=[O:24])[CH2:21][NH:20][C:1]([C:14]2[CH:19]=[CH:18][CH:17]=[CH:16][CH:15]=2)([C:2]2[CH:7]=[CH:6][CH:5]=[CH:4][CH:3]=2)[C:8]2[CH:13]=[CH:12][CH:11]=[CH:10][CH:9]=2)[CH:43]=1, predict the reactants needed to synthesize it. The reactants are: [C:1]([NH:20][CH2:21][C:22]([OH:24])=O)([C:14]1[CH:19]=[CH:18][CH:17]=[CH:16][CH:15]=1)([C:8]1[CH:13]=[CH:12][CH:11]=[CH:10][CH:9]=1)[C:2]1[CH:7]=[CH:6][CH:5]=[CH:4][CH:3]=1.C(N(CC)CC)C.ClC(OC)=O.S(O)(O)(=O)=O.[N:42]1[N:46]2[CH2:47][CH2:48][CH2:49][NH:50][C:45]2=[C:44]([NH2:51])[CH:43]=1. (7) Given the product [CH3:31][N:26]1[C:25]([CH3:30])=[C:24]2[C:28]([CH:29]=[C:21]([N:2]([CH3:1])[C:3]3[CH:8]=[CH:7][N:6]=[C:5]([NH:9][C:10]4[CH:15]=[CH:14][CH:13]=[C:12]([CH2:16][S:17]([CH3:20])(=[O:19])=[O:18])[CH:11]=4)[N:4]=3)[CH:22]=[CH:23]2)=[N:27]1, predict the reactants needed to synthesize it. The reactants are: [CH3:1][N:2]([C:21]1[CH:29]=[C:28]2[C:24]([C:25]([CH3:30])=[N:26][NH:27]2)=[CH:23][CH:22]=1)[C:3]1[CH:8]=[CH:7][N:6]=[C:5]([NH:9][C:10]2[CH:15]=[CH:14][CH:13]=[C:12]([CH2:16][S:17]([CH3:20])(=[O:19])=[O:18])[CH:11]=2)[N:4]=1.[C:31]([O-])([O-])=O.[Cs+].[Cs+].IC.